Dataset: Catalyst prediction with 721,799 reactions and 888 catalyst types from USPTO. Task: Predict which catalyst facilitates the given reaction. (1) Reactant: [Cl:1][C:2]1[CH:3]=[C:4]([CH:9]([N:12]2[CH2:17][CH2:16][N:15]([C:18]([O:20][C:21]([CH3:24])([CH3:23])[CH3:22])=[O:19])[CH2:14][CH2:13]2)[CH2:10][OH:11])[CH:5]=[CH:6][C:7]=1[F:8].I[CH2:26][C:27]1[C:36]2[C:31](=[CH:32][CH:33]=[CH:34][CH:35]=2)[CH:30]=[C:29]([C:37]#[N:38])[C:28]=1[O:39][CH3:40].[H-].[Na+].O. Product: [Cl:1][C:2]1[CH:3]=[C:4]([CH:9]([N:12]2[CH2:13][CH2:14][N:15]([C:18]([O:20][C:21]([CH3:24])([CH3:23])[CH3:22])=[O:19])[CH2:16][CH2:17]2)[CH2:10][O:11][CH2:26][C:27]2[C:36]3[C:31](=[CH:32][CH:33]=[CH:34][CH:35]=3)[CH:30]=[C:29]([C:37]#[N:38])[C:28]=2[O:39][CH3:40])[CH:5]=[CH:6][C:7]=1[F:8]. The catalyst class is: 1. (2) Reactant: [Na+].[CH2:2]([O:9][C:10]1[CH:15]=[CH:14][C:13]([CH2:16][S:17]([O-:20])(=O)=[O:18])=[CH:12][CH:11]=1)[C:3]1[CH:8]=[CH:7][CH:6]=[CH:5][CH:4]=1.CN(C)C=O.C(Cl)(=O)C([Cl:29])=O. Product: [CH2:2]([O:9][C:10]1[CH:15]=[CH:14][C:13]([CH2:16][S:17]([Cl:29])(=[O:20])=[O:18])=[CH:12][CH:11]=1)[C:3]1[CH:8]=[CH:7][CH:6]=[CH:5][CH:4]=1. The catalyst class is: 165. (3) Reactant: [CH:1]1([C:4]2[CH:5]=[N:6][C:7]([N:14]([C:21]3[CH:22]=[C:23]4[C:27](=[CH:28][CH:29]=3)[NH:26][CH:25]=[CH:24]4)[C:15](=[O:20])[C:16]([F:19])([F:18])[F:17])=[C:8]([CH:13]=2)[C:9]([O:11][CH3:12])=[O:10])[CH2:3][CH2:2]1.[H-].[Na+].[F:32][C:33]1[CH:34]=[C:35]([CH:38]=[CH:39][CH:40]=1)[CH2:36]Br.C(OCC)(=O)C. Product: [CH:1]1([C:4]2[CH:5]=[N:6][C:7]([N:14]([C:21]3[CH:22]=[C:23]4[C:27](=[CH:28][CH:29]=3)[N:26]([CH2:36][C:35]3[CH:38]=[CH:39][CH:40]=[C:33]([F:32])[CH:34]=3)[CH:25]=[CH:24]4)[C:15](=[O:20])[C:16]([F:17])([F:19])[F:18])=[C:8]([CH:13]=2)[C:9]([O:11][CH3:12])=[O:10])[CH2:3][CH2:2]1. The catalyst class is: 35.